This data is from Peptide-MHC class II binding affinity with 134,281 pairs from IEDB. The task is: Regression. Given a peptide amino acid sequence and an MHC pseudo amino acid sequence, predict their binding affinity value. This is MHC class II binding data. (1) The peptide sequence is EKKYFAAPQFEPLAA. The MHC is HLA-DPA10301-DPB10402 with pseudo-sequence HLA-DPA10301-DPB10402. The binding affinity (normalized) is 0.954. (2) The peptide sequence is TLWQRPLVTIKIGGQLKEAL. The MHC is DRB4_0101 with pseudo-sequence DRB4_0103. The binding affinity (normalized) is 0.406. (3) The peptide sequence is MHVSFVMAYPEMLAA. The MHC is DRB1_1101 with pseudo-sequence DRB1_1101. The binding affinity (normalized) is 0.448. (4) The peptide sequence is EDNLAEICFDGEEET. The MHC is DRB1_0101 with pseudo-sequence DRB1_0101. The binding affinity (normalized) is 0.358.